From a dataset of NCI-60 drug combinations with 297,098 pairs across 59 cell lines. Regression. Given two drug SMILES strings and cell line genomic features, predict the synergy score measuring deviation from expected non-interaction effect. (1) Drug 1: CC1=C(C=C(C=C1)NC2=NC=CC(=N2)N(C)C3=CC4=NN(C(=C4C=C3)C)C)S(=O)(=O)N.Cl. Drug 2: CC1CCC2CC(C(=CC=CC=CC(CC(C(=O)C(C(C(=CC(C(=O)CC(OC(=O)C3CCCCN3C(=O)C(=O)C1(O2)O)C(C)CC4CCC(C(C4)OC)O)C)C)O)OC)C)C)C)OC. Cell line: SK-MEL-5. Synergy scores: CSS=23.2, Synergy_ZIP=2.90, Synergy_Bliss=7.07, Synergy_Loewe=-13.8, Synergy_HSA=5.11. (2) Drug 1: CCN(CC)CCNC(=O)C1=C(NC(=C1C)C=C2C3=C(C=CC(=C3)F)NC2=O)C. Drug 2: C1C(C(OC1N2C=NC(=NC2=O)N)CO)O. Cell line: MDA-MB-435. Synergy scores: CSS=6.95, Synergy_ZIP=0.960, Synergy_Bliss=0.412, Synergy_Loewe=-3.21, Synergy_HSA=-2.32. (3) Drug 1: CC1CCC2CC(C(=CC=CC=CC(CC(C(=O)C(C(C(=CC(C(=O)CC(OC(=O)C3CCCCN3C(=O)C(=O)C1(O2)O)C(C)CC4CCC(C(C4)OC)OCCO)C)C)O)OC)C)C)C)OC. Drug 2: C(CCl)NC(=O)N(CCCl)N=O. Cell line: SK-MEL-28. Synergy scores: CSS=7.25, Synergy_ZIP=-1.59, Synergy_Bliss=3.49, Synergy_Loewe=-5.88, Synergy_HSA=0.637. (4) Drug 1: C1CC(=O)NC(=O)C1N2CC3=C(C2=O)C=CC=C3N. Drug 2: CCN(CC)CCNC(=O)C1=C(NC(=C1C)C=C2C3=C(C=CC(=C3)F)NC2=O)C. Cell line: BT-549. Synergy scores: CSS=-0.646, Synergy_ZIP=0.199, Synergy_Bliss=2.31, Synergy_Loewe=-1.56, Synergy_HSA=-1.50. (5) Synergy scores: CSS=37.1, Synergy_ZIP=-4.01, Synergy_Bliss=-1.46, Synergy_Loewe=-13.5, Synergy_HSA=-2.26. Cell line: SF-295. Drug 2: C1=NC2=C(N1)C(=S)N=CN2. Drug 1: CC1=C(C(CCC1)(C)C)C=CC(=CC=CC(=CC(=O)O)C)C.